From a dataset of Reaction yield outcomes from USPTO patents with 853,638 reactions. Predict the reaction yield, written as a fraction of the theoretical maximum amount of product (1.0 means a 100% yield; for example, 0.34 means a 34% yield). (1) The reactants are Cl.Cl.[CH3:3][N:4]1[CH2:11][CH2:10][CH2:9][C:5]21[CH2:8][NH:7][CH2:6]2.[Cl:12][C:13]1[C:14]([C:32]2[CH:33]=[N:34][N:35]3[CH:40]=[CH:39][CH:38]=[CH:37][C:36]=23)=[N:15][C:16]([NH:19][C:20]2[CH:25]=[C:24]([N+:26]([O-:28])=[O:27])[C:23](F)=[CH:22][C:21]=2[O:30][CH3:31])=[N:17][CH:18]=1.CN1CCCC21CNC2.CCN(C(C)C)C(C)C. The catalyst is CO.O.CC(N(C)C)=O.CO. The product is [Cl:12][C:13]1[C:14]([C:32]2[CH:33]=[N:34][N:35]3[CH:40]=[CH:39][CH:38]=[CH:37][C:36]=23)=[N:15][C:16]([NH:19][C:20]2[CH:25]=[C:24]([N+:26]([O-:28])=[O:27])[C:23]([N:7]3[CH2:8][C:5]4([CH2:9][CH2:10][CH2:11][N:4]4[CH3:3])[CH2:6]3)=[CH:22][C:21]=2[O:30][CH3:31])=[N:17][CH:18]=1. The yield is 0.850. (2) The reactants are [C:1](=O)([O-])[O-].[Cs+].[Cs+].[CH3:7][O:8][C:9]1[CH:18]=[C:17]2[C:12]([N:13]=[CH:14][C:15]([S:19][CH2:20][CH2:21][N:22]3[CH2:27][CH2:26][CH:25]([NH:28][S:29]([C:32]4[CH:37]=[CH:36][CH:35]=[CH:34][C:33]=4[N+:38]([O-:40])=[O:39])(=[O:31])=[O:30])[CH2:24][CH2:23]3)=[N:16]2)=[CH:11][CH:10]=1.CI.C1CCCCC1. The catalyst is CN(C)C=O.C(OCC)(=O)C. The product is [CH3:7][O:8][C:9]1[CH:18]=[C:17]2[C:12]([N:13]=[CH:14][C:15]([S:19][CH2:20][CH2:21][N:22]3[CH2:23][CH2:24][CH:25]([N:28]([CH3:1])[S:29]([C:32]4[CH:37]=[CH:36][CH:35]=[CH:34][C:33]=4[N+:38]([O-:40])=[O:39])(=[O:30])=[O:31])[CH2:26][CH2:27]3)=[N:16]2)=[CH:11][CH:10]=1. The yield is 0.340. (3) The reactants are [C:1]([O:5][C:6](=[O:28])[NH:7][C:8]1[S:9][C:10]2[CH:16]=[C:15]([CH2:17]Br)[CH:14]=[C:13]([C:19]3[CH:24]=[CH:23][CH:22]=[C:21]([N+:25]([O-:27])=[O:26])[CH:20]=3)[C:11]=2[N:12]=1)([CH3:4])([CH3:3])[CH3:2].[NH:29]1[CH:33]=[CH:32][N:31]=[CH:30]1. The catalyst is CN(C=O)C. The product is [C:1]([O:5][C:6](=[O:28])[NH:7][C:8]1[S:9][C:10]2[CH:16]=[C:15]([CH2:17][N:29]3[CH:33]=[CH:32][N:31]=[CH:30]3)[CH:14]=[C:13]([C:19]3[CH:24]=[CH:23][CH:22]=[C:21]([N+:25]([O-:27])=[O:26])[CH:20]=3)[C:11]=2[N:12]=1)([CH3:4])([CH3:3])[CH3:2]. The yield is 0.600. (4) The reactants are [F:1][C:2]1[CH:7]=[CH:6][C:5]([C:8]2[CH:9]=[CH:10][C:11]3[N:12]=[C:13]([NH:19][C:20](=[O:22])[CH3:21])[NH:14][C:15](=O)[C:16]=3[N:17]=2)=[CH:4][CH:3]=1.CCN(C(C)C)C(C)C.O=P(Cl)(Cl)[Cl:34]. The catalyst is O1CCOCC1. The product is [Cl:34][C:15]1[C:16]2[N:17]=[C:8]([C:5]3[CH:6]=[CH:7][C:2]([F:1])=[CH:3][CH:4]=3)[CH:9]=[CH:10][C:11]=2[N:12]=[C:13]([NH:19][C:20](=[O:22])[CH3:21])[N:14]=1. The yield is 0.430.